The task is: Predict the reactants needed to synthesize the given product.. This data is from Full USPTO retrosynthesis dataset with 1.9M reactions from patents (1976-2016). (1) Given the product [CH3:6][NH:5][C:3](=[O:4])[CH2:2][NH:1][C:9]([C:11]1[CH:12]=[N:13][CH:14]=[CH:15][CH:16]=1)=[S:8], predict the reactants needed to synthesize it. The reactants are: [NH2:1][CH2:2][C:3]([NH:5][CH3:6])=[O:4].C[S:8][C:9]([C:11]1[CH:12]=[N:13][CH:14]=[CH:15][CH:16]=1)=S. (2) The reactants are: [CH:1]([O:4][C:5]1[CH:6]=[C:7]([CH:11]=[C:12]([O:14][CH:15]([CH3:17])[CH3:16])[CH:13]=1)[C:8](O)=[O:9])([CH3:3])[CH3:2].S(Cl)([Cl:20])=O. Given the product [CH:1]([O:4][C:5]1[CH:6]=[C:7]([CH:11]=[C:12]([O:14][CH:15]([CH3:17])[CH3:16])[CH:13]=1)[C:8]([Cl:20])=[O:9])([CH3:3])[CH3:2], predict the reactants needed to synthesize it. (3) Given the product [Cl:1][C:2]1[CH:3]=[N:4][C:5]2[N:6]([N:8]=[C:9]([C:11]([N:16]3[CH2:17][CH2:18][N:19]4[CH:23]=[CH:22][N:21]=[C:20]4[N:15]3[CH3:14])=[O:13])[CH:10]=2)[CH:7]=1, predict the reactants needed to synthesize it. The reactants are: [Cl:1][C:2]1[CH:3]=[N:4][C:5]2[N:6]([N:8]=[C:9]([C:11]([OH:13])=O)[CH:10]=2)[CH:7]=1.[CH3:14][N:15]1[C:20]2=[N:21][CH:22]=[CH:23][N:19]2[CH2:18][CH2:17][NH:16]1.